The task is: Predict the product of the given reaction.. This data is from Forward reaction prediction with 1.9M reactions from USPTO patents (1976-2016). (1) Given the reactants [F:1][C:2]1[CH:32]=[C:31]([F:33])[CH:30]=[CH:29][C:3]=1[CH2:4][N:5]1[C:10](=[O:11])[CH2:9][CH2:8][C:7]([CH2:12][C:13]2[C:21]3[C:16](=[CH:17][CH:18]=[C:19]([F:22])[CH:20]=3)[N:15]([CH2:23][C:24]([O:26]C)=[O:25])[C:14]=2[CH3:28])=[N:6]1.O.[OH-].[Li+].Cl, predict the reaction product. The product is: [F:1][C:2]1[CH:32]=[C:31]([F:33])[CH:30]=[CH:29][C:3]=1[CH2:4][N:5]1[C:10](=[O:11])[CH2:9][CH2:8][C:7]([CH2:12][C:13]2[C:21]3[C:16](=[CH:17][CH:18]=[C:19]([F:22])[CH:20]=3)[N:15]([CH2:23][C:24]([OH:26])=[O:25])[C:14]=2[CH3:28])=[N:6]1. (2) Given the reactants [N+:1]([C:4]1[CH:5]=[C:6]([C:10]2[CH:15]=[CH:14][N:13]=[CH:12][CH:11]=2)[CH:7]=[CH:8][CH:9]=1)([O-:3])=[O:2].[CH3:16][O:17][S:18]([O:21]C)(=[O:20])=[O:19], predict the reaction product. The product is: [CH3:16][O:17][S:18]([O-:21])(=[O:20])=[O:19].[CH3:16][N+:13]1[CH:14]=[CH:15][C:10]([C:6]2[CH:7]=[CH:8][CH:9]=[C:4]([N+:1]([O-:3])=[O:2])[CH:5]=2)=[CH:11][CH:12]=1. (3) The product is: [NH2:8][CH2:9][CH:10]1[CH2:15][CH2:14][N:13]([CH2:16][C:17]2[CH:18]=[CH:19][C:20]3[NH:24]/[C:23](=[N:25]\[C:26](=[O:34])[C:27]4[CH:28]=[CH:29][C:30]([F:33])=[CH:31][CH:32]=4)/[N:22]([C@H:35]4[CH2:36][CH2:37][C@@H:38]([C:41](=[O:42])[NH:52][CH:49]([CH3:51])[CH3:50])[CH2:39][CH2:40]4)[C:21]=3[CH:44]=2)[CH2:12][CH2:11]1. Given the reactants C(OC([NH:8][CH2:9][CH:10]1[CH2:15][CH2:14][N:13]([CH2:16][C:17]2[CH:18]=[CH:19][C:20]3[NH:24]/[C:23](=[N:25]\[C:26](=[O:34])[C:27]4[CH:32]=[CH:31][C:30]([F:33])=[CH:29][CH:28]=4)/[N:22]([C@@H:35]4[CH2:40][CH2:39][C@H:38]([C:41](O)=[O:42])[CH2:37][CH2:36]4)[C:21]=3[CH:44]=2)[CH2:12][CH2:11]1)=O)(C)(C)C.S(Cl)(Cl)=O.[CH:49]([NH2:52])([CH3:51])[CH3:50].Cl, predict the reaction product. (4) The product is: [F:57][C:58]1[CH:63]=[CH:62][C:61]2[NH:64][C:12]([CH:11]([NH:10][C:8](=[O:9])[O:7][C:3]([CH3:6])([CH3:5])[CH3:4])[CH2:15][C:16]3[CH:21]=[CH:20][C:19]([C:22]([F:25])([F:24])[F:23])=[CH:18][C:17]=3[F:26])=[N:65][C:60]=2[CH:59]=1. Given the reactants N#N.[C:3]([O:7][C:8]([NH:10][CH:11]([CH2:15][C:16]1[CH:21]=[CH:20][C:19]([C:22]([F:25])([F:24])[F:23])=[CH:18][C:17]=1[F:26])[C:12](O)=O)=[O:9])([CH3:6])([CH3:5])[CH3:4].C(N1CCOCC1)C.CN(C(ON1N=NC2C=CC=CC1=2)=[N+](C)C)C.[B-](F)(F)(F)F.[F:57][C:58]1[CH:59]=[C:60]([NH2:65])[C:61]([NH2:64])=[CH:62][CH:63]=1, predict the reaction product. (5) Given the reactants C[O:2][C:3](=[O:32])[C@@H:4]([O:29][CH2:30][CH3:31])[CH2:5][C:6]1[CH:11]=[CH:10][C:9]([O:12][CH2:13][C:14]2[N:15]=[C:16]([C:20]3[CH:25]=[CH:24][CH:23]=[CH:22][C:21]=3[CH3:26])[O:17][C:18]=2[CH3:19])=[CH:8][C:7]=1[CH2:27][CH3:28].[Li+].[OH-], predict the reaction product. The product is: [CH2:30]([O:29][C@@H:4]([CH2:5][C:6]1[CH:11]=[CH:10][C:9]([O:12][CH2:13][C:14]2[N:15]=[C:16]([C:20]3[CH:25]=[CH:24][CH:23]=[CH:22][C:21]=3[CH3:26])[O:17][C:18]=2[CH3:19])=[CH:8][C:7]=1[CH2:27][CH3:28])[C:3]([OH:32])=[O:2])[CH3:31]. (6) The product is: [CH3:17][C:2]1[C:3]([C:12]([O:14][CH2:15][CH3:16])=[O:13])=[N:4][C:5]2[C:10]([N:11]=1)=[CH:9][CH:8]=[CH:7][CH:6]=2. Given the reactants Cl[C:2]1[C:3]([C:12]([O:14][CH2:15][CH3:16])=[O:13])=[N:4][C:5]2[C:10]([N:11]=1)=[CH:9][CH:8]=[CH:7][CH:6]=2.[CH3:17]B1OB(C)OB(C)O1.C(=O)([O-])[O-].[K+].[K+], predict the reaction product. (7) Given the reactants [CH:1]([C:3]1[CH:4]=[CH:5][C:6]([C:11]([CH3:13])=[CH2:12])=[C:7]([CH:10]=1)[C:8]#[N:9])=[O:2], predict the reaction product. The product is: [OH:2][CH2:1][C:3]1[CH:4]=[CH:5][C:6]([CH:11]([CH3:13])[CH3:12])=[C:7]([CH:10]=1)[C:8]#[N:9].